This data is from Reaction yield outcomes from USPTO patents with 853,638 reactions. The task is: Predict the reaction yield, written as a fraction of the theoretical maximum amount of product (1.0 means a 100% yield; for example, 0.34 means a 34% yield). (1) The reactants are N1C2C=CC=C(C=O)C=2C=C1.[N:12]([C:15](=[CH:20][C:21]1[CH:29]=[CH:28][CH:27]=[C:26]2[C:22]=1[CH:23]=[CH:24][NH:25]2)[C:16]([O:18][CH3:19])=[O:17])=[N+]=[N-].F[P-](F)(F)(F)(F)F.N1(O[P+](N(C)C)(N(C)C)N(C)C)C2C=CC=CC=2N=N1.CCN(C(C)C)C(C)C. The catalyst is CN(C=O)C. The product is [CH:20]1[C:21]2=[C:22]3[C:26]([CH:27]=[CH:28][C:29]2=[N:12][C:15]=1[C:16]([O:18][CH3:19])=[O:17])=[N:25][CH:24]=[CH:23]3. The yield is 0.850. (2) The reactants are [CH3:1][S-:2].[Na+].CC1C=CC(S(O[CH2:15][C@@H:16]2[CH2:21][O:20][C@@H:19]([C@H:22]3[O:26][N:25]=[C:24]([C:27]4[CH:32]=[C:31]([C:33](=[O:45])[NH:34][CH2:35][C:36]5[CH:41]=[CH:40][C:39]([F:42])=[C:38]([O:43][CH3:44])[CH:37]=5)[N:30]=[C:29]([CH3:46])[N:28]=4)[CH2:23]3)[CH2:18][O:17]2)(=O)=O)=CC=1. The catalyst is CS(C)=O.O. The product is [F:42][C:39]1[CH:40]=[CH:41][C:36]([CH2:35][NH:34][C:33]([C:31]2[CH:32]=[C:27]([C:24]3[CH2:23][C@@H:22]([C@H:19]4[CH2:18][O:17][C@H:16]([CH2:15][S:2][CH3:1])[CH2:21][O:20]4)[O:26][N:25]=3)[N:28]=[C:29]([CH3:46])[N:30]=2)=[O:45])=[CH:37][C:38]=1[O:43][CH3:44]. The yield is 0.716. (3) The reactants are [F:1][C:2]([F:42])([F:41])[C:3]1[CH:4]=[C:5]([C:13]([CH3:40])([CH3:39])[C:14]([N:16]([C:18]2[CH:19]=[N:20][C:21]([N:32]3[CH2:36][CH2:35][CH2:34][C@H:33]3[CH2:37]O)=[CH:22][C:23]=2[C:24]2[CH:29]=[CH:28][C:27]([F:30])=[CH:26][C:25]=2[CH3:31])[CH3:17])=[O:15])[CH:6]=[C:7]([C:9]([F:12])([F:11])[F:10])[CH:8]=1.[C:43]1(=[O:53])[NH:47][C:46](=[O:48])[C:45]2=[CH:49][CH:50]=[CH:51][CH:52]=[C:44]12.N(C(OCC)=O)=NC(OCC)=O.C1(P(C2C=CC=CC=2)C2C=CC=CC=2)C=CC=CC=1. The catalyst is O1CCCC1.[OH-].[Na+]. The product is [F:41][C:2]([F:1])([F:42])[C:3]1[CH:4]=[C:5]([C:13]([CH3:39])([CH3:40])[C:14]([N:16]([C:18]2[CH:19]=[N:20][C:21]([N:32]3[CH2:36][CH2:35][CH2:34][C@H:33]3[CH2:37][N:47]3[C:43](=[O:53])[C:44]4[C:45](=[CH:49][CH:50]=[CH:51][CH:52]=4)[C:46]3=[O:48])=[CH:22][C:23]=2[C:24]2[CH:29]=[CH:28][C:27]([F:30])=[CH:26][C:25]=2[CH3:31])[CH3:17])=[O:15])[CH:6]=[C:7]([C:9]([F:10])([F:11])[F:12])[CH:8]=1. The yield is 0.290. (4) The yield is 0.290. The reactants are CON(C)[C:4](=[O:20])[CH:5]([O:18][CH3:19])[C:6]1[CH:11]=[CH:10][C:9]([C:12]2[O:13][C:14]([CH3:17])=[N:15][N:16]=2)=[CH:8][CH:7]=1.[CH3:22][O:23][C:24]1[CH:25]=[C:26]([C:33]2[O:34][CH:35]=[CH:36][CH:37]=2)[CH:27]=[C:28]([O:31][CH3:32])[C:29]=1[CH3:30]. No catalyst specified. The product is [CH3:22][O:23][C:24]1[CH:25]=[C:26]([C:33]2[O:34][C:35]([C:4](=[O:20])[CH:5]([O:18][CH3:19])[C:6]3[CH:7]=[CH:8][C:9]([C:12]4[O:13][C:14]([CH3:17])=[N:15][N:16]=4)=[CH:10][CH:11]=3)=[CH:36][CH:37]=2)[CH:27]=[C:28]([O:31][CH3:32])[C:29]=1[CH3:30]. (5) The reactants are [Li]CCCC.CCCCCC.Br[C:13]1[CH:14]=[C:15]([CH2:18][O:19][Si:20]([C:23]([CH3:26])([CH3:25])[CH3:24])([CH3:22])[CH3:21])[S:16][CH:17]=1.[Br:27][C:28]1[CH:29]=[C:30]([CH:33]=[CH:34][CH:35]=1)[CH:31]=[O:32]. The catalyst is C1COCC1.O.C(O)(=O)C. The product is [Br:27][C:28]1[CH:29]=[C:30]([CH:31]([C:13]2[CH:14]=[C:15]([CH2:18][O:19][Si:20]([C:23]([CH3:26])([CH3:25])[CH3:24])([CH3:22])[CH3:21])[S:16][CH:17]=2)[OH:32])[CH:33]=[CH:34][CH:35]=1. The yield is 0.790. (6) The reactants are C[CH:2]([C:6](Cl)=[O:7])[C:3](Cl)=[O:4].[C:9]1([CH:15]2[NH:20][CH2:19][CH2:18][N:17]3[CH:21]=[CH:22][CH:23]=[C:16]23)[CH:14]=[CH:13][CH:12]=[CH:11][CH:10]=1.CCN(CC)CC.C(Cl)(Cl)Cl.[C:35](OCC)(=[O:37])C. The catalyst is C(Cl)Cl. The product is [CH3:35][O:37][C:6](=[O:7])[CH2:2][C:3](=[O:4])[N:20]1[CH2:19][CH2:18][N:17]2[CH:21]=[CH:22][CH:23]=[C:16]2[CH:15]1[C:9]1[CH:10]=[CH:11][CH:12]=[CH:13][CH:14]=1. The yield is 0.550.